This data is from Full USPTO retrosynthesis dataset with 1.9M reactions from patents (1976-2016). The task is: Predict the reactants needed to synthesize the given product. (1) The reactants are: C(O)(C(F)(F)F)=O.C(OC(=O)[NH:14][C@@H:15]([CH2:25][C:26]1[CH:31]=[CH:30][C:29]([O:32][CH2:33][CH2:34][CH2:35][CH:36]2[CH2:41][CH2:40][N:39]([C:42]3[O:46][N:45]=[C:44]([CH:47]([CH3:49])[CH3:48])[N:43]=3)[CH2:38][CH2:37]2)=[CH:28][C:27]=1[F:50])[C:16]([N:18]1[CH2:22][CH2:21][CH2:20][C@H:19]1[C:23]#[N:24])=[O:17])(C)(C)C.C([O-])([O-])=O.[Na+].[Na+].[OH-].[Na+]. Given the product [NH2:14][C@@H:15]([CH2:25][C:26]1[CH:31]=[CH:30][C:29]([O:32][CH2:33][CH2:34][CH2:35][CH:36]2[CH2:37][CH2:38][N:39]([C:42]3[O:46][N:45]=[C:44]([CH:47]([CH3:48])[CH3:49])[N:43]=3)[CH2:40][CH2:41]2)=[CH:28][C:27]=1[F:50])[C:16]([N:18]1[CH2:22][CH2:21][CH2:20][C@H:19]1[C:23]#[N:24])=[O:17], predict the reactants needed to synthesize it. (2) The reactants are: Br[C:2]1[C:10]2[N:9]3[CH2:11][CH2:12][CH2:13][NH:14][C:15](=[O:16])[C:8]3=[C:7]([CH3:17])[C:6]=2[CH:5]=[C:4]([C:18]#[N:19])[CH:3]=1.[N:20]1[CH:25]=[CH:24][CH:23]=[C:22](B(O)O)[CH:21]=1. Given the product [CH3:17][C:7]1[C:6]2[CH:5]=[C:4]([C:18]#[N:19])[CH:3]=[C:2]([C:22]3[CH:21]=[N:20][CH:25]=[CH:24][CH:23]=3)[C:10]=2[N:9]2[CH2:11][CH2:12][CH2:13][NH:14][C:15](=[O:16])[C:8]=12, predict the reactants needed to synthesize it.